This data is from Forward reaction prediction with 1.9M reactions from USPTO patents (1976-2016). The task is: Predict the product of the given reaction. (1) Given the reactants [N+:1]([C:4]1[C:5]([OH:11])=[N:6][CH:7]=[CH:8][C:9]=1[OH:10])([O-:3])=[O:2].[Br:12]Br, predict the reaction product. The product is: [Br:12][C:8]1[C:9]([OH:10])=[C:4]([N+:1]([O-:3])=[O:2])[C:5]([OH:11])=[N:6][CH:7]=1. (2) The product is: [C:42]([C:32]1[CH:31]=[C:30]([NH:29][C:27](=[O:28])[NH:26][C:19]2[C:20]3[C:25](=[CH:24][CH:23]=[CH:22][CH:21]=3)[C:16]([O:15][CH2:14][C:12]3[CH:11]=[CH:10][N:9]=[C:8]([NH:7][C:55]([CH:54]4[CH2:2][CH2:1][O:5][CH2:53][CH2:52]4)=[O:56])[CH:13]=3)=[CH:17][CH:18]=2)[N:34]([C:35]2[CH:36]=[CH:37][C:38]([CH3:41])=[CH:39][CH:40]=2)[N:33]=1)([CH3:45])([CH3:44])[CH3:43]. Given the reactants [C:1](Cl)(=[O:5])[C:2](Cl)=O.[NH2:7][C:8]1[CH:13]=[C:12]([CH2:14][O:15][C:16]2[C:25]3[C:20](=[CH:21][CH:22]=[CH:23][CH:24]=3)[C:19]([NH:26][C:27]([NH:29][C:30]3[N:34]([C:35]4[CH:40]=[CH:39][C:38]([CH3:41])=[CH:37][CH:36]=4)[N:33]=[C:32]([C:42]([CH3:45])([CH3:44])[CH3:43])[CH:31]=3)=[O:28])=[CH:18][CH:17]=2)[CH:11]=[CH:10][N:9]=1.CCN([CH:52]([CH3:54])[CH3:53])C(C)C.[CH3:55][OH:56], predict the reaction product. (3) Given the reactants [N+:1]([C:4]1[CH:5]=[C:6]([CH:9]=[CH:10][CH:11]=1)[C:7]#[N:8])([O-:3])=[O:2].P([O-])(OCC)(SCC)=[S:13].Cl.C(=O)([O-])[O-].[Na+].[Na+], predict the reaction product. The product is: [N+:1]([C:4]1[CH:5]=[C:6]([CH:9]=[CH:10][CH:11]=1)[C:7]([NH2:8])=[S:13])([O-:3])=[O:2]. (4) Given the reactants [C:1]([C:3]1[CH:23]=[CH:22][C:6]([CH2:7][N:8]2[CH:17]=[CH:16][C:15]3[C:10](=[CH:11][C:12]([C:18]([OH:20])=O)=[CH:13][CH:14]=3)[C:9]2=[O:21])=[CH:5][CH:4]=1)#[N:2].[CH3:24][O:25][C:26]1[CH:27]=[C:28]([CH:31]=[CH:32][CH:33]=1)[CH2:29][NH2:30], predict the reaction product. The product is: [CH3:24][O:25][C:26]1[CH:27]=[C:28]([CH:31]=[CH:32][CH:33]=1)[CH2:29][NH:30][C:18]([C:12]1[CH:11]=[C:10]2[C:15]([CH:16]=[CH:17][N:8]([CH2:7][C:6]3[CH:5]=[CH:4][C:3]([C:1]#[N:2])=[CH:23][CH:22]=3)[C:9]2=[O:21])=[CH:14][CH:13]=1)=[O:20]. (5) Given the reactants [CH3:1][O:2][C:3]1[CH:8]=[CH:7][C:6]([C:9](=[N:17][OH:18])[CH2:10][C:11]2[CH:16]=[CH:15][CH:14]=[CH:13][CH:12]=2)=[CH:5][CH:4]=1.C([Li])CCC.[CH3:24][O:25][C:26]([C:28]1([C:31](OC)=[O:32])[CH2:30][CH2:29]1)=[O:27].C(O)(=O)C, predict the reaction product. The product is: [CH3:24][O:25][C:26]([C:28]1([C:31]2([OH:32])[O:18][N:17]=[C:9]([C:6]3[CH:5]=[CH:4][C:3]([O:2][CH3:1])=[CH:8][CH:7]=3)[CH:10]2[C:11]2[CH:12]=[CH:13][CH:14]=[CH:15][CH:16]=2)[CH2:30][CH2:29]1)=[O:27]. (6) Given the reactants [Br:1][C:2]1[CH:7]=[CH:6][C:5]([OH:8])=[CH:4][CH:3]=1.C1(P(C2C=CC=CC=2)C2C=CC=CC=2)C=CC=CC=1.O[CH2:29][CH2:30][N:31]1[CH2:36][CH2:35][O:34][CH2:33][CH2:32]1.N(C(OC(C)C)=O)=NC(OC(C)C)=O.Cl, predict the reaction product. The product is: [Br:1][C:2]1[CH:7]=[CH:6][C:5]([O:8][CH2:29][CH2:30][N:31]2[CH2:36][CH2:35][O:34][CH2:33][CH2:32]2)=[CH:4][CH:3]=1. (7) Given the reactants C([Li])CCC.[F:6][C:7]1[CH:21]=[CH:20][C:10]([CH2:11][C:12]2[S:13][CH:14]=[CH:15][C:16]=2[CH2:17][CH2:18][OH:19])=[CH:9][CH:8]=1.[Cl:22][C:23]1[CH:24]=[N:25][C:26]([S:29][CH3:30])=[N:27][CH:28]=1.ClC1C(=O)C(C#N)=C(C#N)C(=O)C=1Cl.[OH-].[Na+], predict the reaction product. The product is: [F:6][C:7]1[CH:21]=[CH:20][C:10]([CH2:11][C:12]2[S:13][C:14]([C:24]3[C:23]([Cl:22])=[CH:28][N:27]=[C:26]([S:29][CH3:30])[N:25]=3)=[CH:15][C:16]=2[CH2:17][CH2:18][OH:19])=[CH:9][CH:8]=1.